This data is from Merck oncology drug combination screen with 23,052 pairs across 39 cell lines. The task is: Regression. Given two drug SMILES strings and cell line genomic features, predict the synergy score measuring deviation from expected non-interaction effect. (1) Drug 1: C#Cc1cccc(Nc2ncnc3cc(OCCOC)c(OCCOC)cc23)c1. Drug 2: Cn1cc(-c2cnn3c(N)c(Br)c(C4CCCNC4)nc23)cn1. Cell line: NCIH520. Synergy scores: synergy=1.46. (2) Drug 1: CN1C(=O)C=CC2(C)C3CCC4(C)C(NC(=O)OCC(F)(F)F)CCC4C3CCC12. Drug 2: C=CCn1c(=O)c2cnc(Nc3ccc(N4CCN(C)CC4)cc3)nc2n1-c1cccc(C(C)(C)O)n1. Cell line: LNCAP. Synergy scores: synergy=-13.4. (3) Drug 1: CCc1c2c(nc3ccc(O)cc13)-c1cc3c(c(=O)n1C2)COC(=O)C3(O)CC. Drug 2: Cn1cc(-c2cnn3c(N)c(Br)c(C4CCCNC4)nc23)cn1. Cell line: SKMEL30. Synergy scores: synergy=27.8. (4) Drug 1: CC1CC2C3CCC4=CC(=O)C=CC4(C)C3(F)C(O)CC2(C)C1(O)C(=O)CO. Drug 2: NC1(c2ccc(-c3nc4ccn5c(=O)[nH]nc5c4cc3-c3ccccc3)cc2)CCC1. Cell line: LNCAP. Synergy scores: synergy=-4.10. (5) Drug 1: CNC(=O)c1cc(Oc2ccc(NC(=O)Nc3ccc(Cl)c(C(F)(F)F)c3)cc2)ccn1. Drug 2: Cn1cc(-c2cnn3c(N)c(Br)c(C4CCCNC4)nc23)cn1. Cell line: NCIH1650. Synergy scores: synergy=10.3. (6) Drug 1: CC(=O)OC1C(=O)C2(C)C(O)CC3OCC3(OC(C)=O)C2C(OC(=O)c2ccccc2)C2(O)CC(OC(=O)C(O)C(NC(=O)c3ccccc3)c3ccccc3)C(C)=C1C2(C)C. Drug 2: CCc1cnn2c(NCc3ccc[n+]([O-])c3)cc(N3CCCCC3CCO)nc12. Cell line: A2058. Synergy scores: synergy=-18.7. (7) Drug 1: COC1CC2CCC(C)C(O)(O2)C(=O)C(=O)N2CCCCC2C(=O)OC(C(C)CC2CCC(OP(C)(C)=O)C(OC)C2)CC(=O)C(C)C=C(C)C(O)C(OC)C(=O)C(C)CC(C)C=CC=CC=C1C. Drug 2: CCc1c2c(nc3ccc(O)cc13)-c1cc3c(c(=O)n1C2)COC(=O)C3(O)CC. Cell line: RKO. Synergy scores: synergy=17.4. (8) Drug 1: CC(C)CC(NC(=O)C(Cc1ccccc1)NC(=O)c1cnccn1)B(O)O. Drug 2: COC1CC2CCC(C)C(O)(O2)C(=O)C(=O)N2CCCCC2C(=O)OC(C(C)CC2CCC(OP(C)(C)=O)C(OC)C2)CC(=O)C(C)C=C(C)C(O)C(OC)C(=O)C(C)CC(C)C=CC=CC=C1C. Cell line: NCIH460. Synergy scores: synergy=6.32. (9) Drug 1: C#Cc1cccc(Nc2ncnc3cc(OCCOC)c(OCCOC)cc23)c1. Drug 2: Cn1cc(-c2cnn3c(N)c(Br)c(C4CCCNC4)nc23)cn1. Cell line: NCIH23. Synergy scores: synergy=10.6.